Dataset: Forward reaction prediction with 1.9M reactions from USPTO patents (1976-2016). Task: Predict the product of the given reaction. Given the reactants [S:1]1[CH2:6][CH2:5][C:4](=O)[CH2:3][CH2:2]1.[CH3:8][NH2:9].[Li+].[BH4-].[N:12]1[O:13][N:14]=[C:15]2[CH:20]=[C:19]([C:21](Cl)=[O:22])[CH:18]=[CH:17][C:16]=12, predict the reaction product. The product is: [CH3:8][N:9]([CH:4]1[CH2:5][CH2:6][S:1][CH2:2][CH2:3]1)[C:21]([C:19]1[CH:18]=[CH:17][C:16]2=[N:12][O:13][N:14]=[C:15]2[CH:20]=1)=[O:22].